Dataset: Reaction yield outcomes from USPTO patents with 853,638 reactions. Task: Predict the reaction yield, written as a fraction of the theoretical maximum amount of product (1.0 means a 100% yield; for example, 0.34 means a 34% yield). (1) The reactants are [CH2:1]([C:3]1[C:11]2[C:6](=[N:7][CH:8]=[N:9][C:10]=2[C:12]2[CH:13]=[C:14]([C:18]3([CH2:21][NH2:22])[CH2:20][CH2:19]3)[CH:15]=[CH:16][CH:17]=2)[N:5](C(C2C=CC=CC=2)(C2C=CC=CC=2)C2C=CC=CC=2)[N:4]=1)[CH3:2].C([SiH](CC)CC)C.C(O)(C(F)(F)F)=O.CC#N.O. The catalyst is C(Cl)Cl. The product is [CH2:1]([C:3]1[C:11]2[C:6](=[N:7][CH:8]=[N:9][C:10]=2[C:12]2[CH:13]=[C:14]([C:18]3([CH2:21][NH2:22])[CH2:19][CH2:20]3)[CH:15]=[CH:16][CH:17]=2)[NH:5][N:4]=1)[CH3:2]. The yield is 0.770. (2) The reactants are [CH3:1][C:2]1([C:5]#[C:6][C:7]2[CH:12]=[C:11]([N+:13]([O-:15])=[O:14])[CH:10]=[CH:9][C:8]=2[NH:16]C(=O)CCC)[CH2:4][CH2:3]1.CCCC[N+](CCCC)(CCCC)CCCC.[F-]. The catalyst is C1COCC1. The product is [CH3:1][C:2]1([C:5]2[NH:16][C:8]3[C:7]([CH:6]=2)=[CH:12][C:11]([N+:13]([O-:15])=[O:14])=[CH:10][CH:9]=3)[CH2:4][CH2:3]1. The yield is 0.710. (3) The reactants are [C:1]([O:4][CH2:5][CH:6]([O:25][C:26](=[O:28])[CH3:27])[C:7](=[O:24])[NH:8][C:9]1[C:14]([I:15])=[C:13]([C:16](Cl)=[O:17])[C:12]([I:19])=[C:11]([C:20]([Cl:22])=[O:21])[C:10]=1[I:23])(=[O:3])[CH3:2].[CH3:29][C:30]1([CH3:40])[O:34][CH:33]([CH2:35][NH:36][CH2:37][CH2:38][OH:39])[CH2:32][O:31]1.C(N(CC)CC)C. The catalyst is CC(N(C)C)=O. The product is [C:1]([O:4][CH2:5][CH:6]([O:25][C:26](=[O:28])[CH3:27])[C:7](=[O:24])[NH:8][C:9]1[C:14]([I:15])=[C:13]([C:16](=[O:17])[N:36]([CH2:35][CH:33]2[CH2:32][O:31][C:30]([CH3:40])([CH3:29])[O:34]2)[CH2:37][CH2:38][OH:39])[C:12]([I:19])=[C:11]([C:20]([Cl:22])=[O:21])[C:10]=1[I:23])(=[O:3])[CH3:2]. The yield is 0.380. (4) The reactants are [CH3:1][O:2][C:3]([CH2:5][O:6][C:7]1[CH:12]=[CH:11][C:10]([O:13]C(=O)C2C=CC=CC=2)=[CH:9][C:8]=1[N+:22]([O-:24])=[O:23])=[O:4].C[O-].[Na+]. The catalyst is CO. The product is [CH3:1][O:2][C:3](=[O:4])[CH2:5][O:6][C:7]1[CH:12]=[CH:11][C:10]([OH:13])=[CH:9][C:8]=1[N+:22]([O-:24])=[O:23]. The yield is 0.640. (5) The reactants are [CH3:1][O:2][C:3]([C:5]1[N:6]([CH3:11])[N:7]=[C:8]([OH:10])[CH:9]=1)=[O:4].[CH3:12][C:13]1[O:17][N:16]=[C:15]([CH:18]2[CH2:23][CH2:22][O:21][CH2:20][CH2:19]2)[C:14]=1[CH2:24]O.C1(P(C2C=CC=CC=2)C2C=CC=CC=2)C=CC=CC=1.N(C(OC(C)C)=O)=NC(OC(C)C)=O. The catalyst is C1COCC1. The product is [CH3:1][O:2][C:3]([C:5]1[N:6]([CH3:11])[N:7]=[C:8]([O:10][CH2:24][C:14]2[C:15]([CH:18]3[CH2:23][CH2:22][O:21][CH2:20][CH2:19]3)=[N:16][O:17][C:13]=2[CH3:12])[CH:9]=1)=[O:4]. The yield is 0.850. (6) The reactants are [Cl:1][C:2]1[N:7]=[CH:6][C:5]2[C:8](I)=[CH:9][N:10]([CH:11]([CH3:16])[C:12]([F:15])([F:14])[F:13])[C:4]=2[CH:3]=1.CC1(C)C2C=CC=C(P(C3C=CC=CC=3)C3C=CC=CC=3)C=2[O:26][C:25]2C1=CC=CC=2P(C1C=CC=CC=1)C1C=CC=CC=1.[O:60]1[CH2:65][CH2:64][CH:63]([NH2:66])[CH2:62][CH2:61]1.C(N(CC)CC)C. The catalyst is CN(C)C=O.C(OCC)(=O)C.C([O-])(=O)C.[Pd+2].C([O-])(=O)C. The product is [Cl:1][C:2]1[N:7]=[CH:6][C:5]2[C:8]([C:25]([NH:66][CH:63]3[CH2:64][CH2:65][O:60][CH2:61][CH2:62]3)=[O:26])=[CH:9][N:10]([CH:11]([CH3:16])[C:12]([F:15])([F:14])[F:13])[C:4]=2[CH:3]=1. The yield is 0.260. (7) The reactants are [C:1]([CH2:4][C:5]1[CH:13]=[CH:12][CH:11]=[C:10]([F:14])[C:6]=1[C:7]([OH:9])=[O:8])(O)=[O:2]. The catalyst is C(Cl)(=O)C. The product is [F:14][C:10]1[CH:11]=[CH:12][CH:13]=[C:5]2[C:6]=1[C:7](=[O:9])[O:8][C:1](=[O:2])[CH2:4]2. The yield is 1.00. (8) The reactants are [C:1]([O:10]C)(=O)[C:2]1[C:3](=[CH:5][CH:6]=[CH:7][CH:8]=1)[SH:4].C(C1C(CCCOCCC(OC(C)(C)C)=O)=CC=CN=1)#N.[C:33]([C:35]1[CH:40]=[CH:39][C:38]([CH2:41][CH2:42][CH2:43][O:44][CH2:45][CH2:46][C:47]([O:49][C:50]([CH3:53])([CH3:52])[CH3:51])=[O:48])=[CH:37][N:36]=1)#[N:34].C(N(CC)CC)C. The catalyst is C1(C)C=CC=CC=1. The product is [O:10]=[C:1]1[C:2]2[CH:8]=[CH:7][CH:6]=[CH:5][C:3]=2[S:4][C:33]([C:35]2[N:36]=[CH:37][C:38]([CH2:41][CH2:42][CH2:43][O:44][CH2:45][CH2:46][C:47]([O:49][C:50]([CH3:53])([CH3:52])[CH3:51])=[O:48])=[CH:39][CH:40]=2)=[N:34]1. The yield is 0.160.